Dataset: Full USPTO retrosynthesis dataset with 1.9M reactions from patents (1976-2016). Task: Predict the reactants needed to synthesize the given product. (1) Given the product [CH3:13][O:14][C:15]1[CH:16]=[CH:17][C:18]([N:21]2[C:25]([C:26]3[CH:31]=[CH:30][N:29]=[CH:28][CH:27]=3)=[CH:24][N:23]=[C:22]2[CH3:1])=[CH:19][CH:20]=1, predict the reactants needed to synthesize it. The reactants are: [CH:1](NC(C)C)(C)C.C([Li])CCC.[CH3:13][O:14][C:15]1[CH:20]=[CH:19][C:18]([N:21]2[C:25]([C:26]3[CH:31]=[CH:30][N:29]=[CH:28][CH:27]=3)=[CH:24][N:23]=[CH:22]2)=[CH:17][CH:16]=1.CI. (2) Given the product [CH2:46]([O:45][CH2:33][CH2:34][CH2:35][CH2:36][CH2:37][CH2:38][CH2:39][CH2:40][CH2:41][CH2:42][C:43]#[C:44][C:16]1[C:17]([O:22][CH3:23])=[C:18]2[C:13](=[CH:14][C:15]=1[O:25][CH3:26])[O:12][C:11]([C:5]1[CH:6]=[CH:7][C:8]([O:9][CH3:10])=[C:3]([O:2][CH3:1])[CH:4]=1)=[CH:20][C:19]2=[O:21])[C:47]1[CH:52]=[CH:51][CH:50]=[CH:49][CH:48]=1, predict the reactants needed to synthesize it. The reactants are: [CH3:1][O:2][C:3]1[CH:4]=[C:5]([C:11]2[O:12][C:13]3[C:18]([C:19](=[O:21])[CH:20]=2)=[C:17]([O:22][CH3:23])[C:16](I)=[C:15]([O:25][CH3:26])[CH:14]=3)[CH:6]=[CH:7][C:8]=1[O:9][CH3:10].N1CCCCC1.[CH2:33]([O:45][CH2:46][C:47]1[CH:52]=[CH:51][CH:50]=[CH:49][CH:48]=1)[CH2:34][CH2:35][CH2:36][CH2:37][CH2:38][CH2:39][CH2:40][CH2:41][CH2:42][C:43]#[CH:44].